From a dataset of Full USPTO retrosynthesis dataset with 1.9M reactions from patents (1976-2016). Predict the reactants needed to synthesize the given product. (1) Given the product [CH3:1][CH2:2][CH2:3][NH:4][C@@H:5]1[CH2:14][C:9]2[S:10][C:11]([NH2:13])=[N:12][C:8]=2[CH2:7][CH2:6]1, predict the reactants needed to synthesize it. The reactants are: [CH3:1][CH2:2][CH2:3][NH:4][C@@H:5]1[CH2:14][C:9]2[S:10][C:11]([NH2:13])=[N:12][C:8]=2[CH2:7][CH2:6]1.Cl. (2) Given the product [F:1][C:2]1[C:7]([O:8][CH3:9])=[CH:6][C:5]([O:10][CH3:11])=[C:4]([F:12])[C:3]=1[N:13]1[CH2:18][C:17]2[CH:19]=[N:20][C:21]3[NH:25][N:24]=[CH:23][C:22]=3[C:16]=2[N:15]([C:35]2[CH:36]=[N:37][N:38]([CH3:40])[CH:39]=2)[C:14]1=[O:41], predict the reactants needed to synthesize it. The reactants are: [F:1][C:2]1[C:7]([O:8][CH3:9])=[CH:6][C:5]([O:10][CH3:11])=[C:4]([F:12])[C:3]=1[N:13]1[CH2:18][C:17]2[CH:19]=[N:20][C:21]3[N:25](CC4C=CC(OC)=CC=4)[N:24]=[CH:23][C:22]=3[C:16]=2[N:15]([C:35]2[CH:36]=[N:37][N:38]([CH3:40])[CH:39]=2)[C:14]1=[O:41].FC(F)(F)C(O)=O. (3) Given the product [F:31][C:30]([CH:14]([C:3]1[S:4][C:5]2=[N:10][CH:9]=[CH:8][C:7](=[O:13])[N:6]2[CH:2]=1)[CH3:18])([F:33])[F:32].[Br:1][C:2]1[N:6]2[C:7](=[O:13])[CH:8]=[C:9]([CH2:11][N:28]3[C:27]([C:30]([F:33])([F:32])[F:31])=[CH:26][C:25]([Cl:24])=[N:29]3)[N:10]=[C:5]2[S:4][C:3]=1[C:14]([F:17])([F:16])[F:15], predict the reactants needed to synthesize it. The reactants are: [Br:1][C:2]1[N:6]2[C:7](=[O:13])[CH:8]=[C:9]([CH2:11]Cl)[N:10]=[C:5]2[S:4][C:3]=1[C:14]([F:17])([F:16])[F:15].[C:18](=O)([O-])[O-].[Na+].[Na+].[Cl:24][C:25]1[NH:29][N:28]=[C:27]([C:30]([F:33])([F:32])[F:31])[CH:26]=1.